This data is from Forward reaction prediction with 1.9M reactions from USPTO patents (1976-2016). The task is: Predict the product of the given reaction. The product is: [CH:7]([C:9]1[CH:11]=[C:12]([C:14]2[CH:19]=[CH:18][C:17]3[O:20][CH2:21][O:22][C:16]=3[CH:15]=2)[NH:5][C:26](=[O:30])[C:27]=1[C:28]#[N:29])([CH3:8])[CH3:6]. Given the reactants C([O-])(=O)C.[NH4+:5].[CH:6](=O)[CH:7]([CH3:9])[CH3:8].[CH3:11][C:12]([C:14]1[CH:19]=[CH:18][C:17]2[O:20][CH2:21][O:22][C:16]=2[CH:15]=1)=O.C(O[C:26](=[O:30])[CH2:27][C:28]#[N:29])C, predict the reaction product.